From a dataset of Peptide-MHC class I binding affinity with 185,985 pairs from IEDB/IMGT. Regression. Given a peptide amino acid sequence and an MHC pseudo amino acid sequence, predict their binding affinity value. This is MHC class I binding data. (1) The peptide sequence is SEIEPEPEPT. The MHC is HLA-B40:02 with pseudo-sequence HLA-B40:02. The binding affinity (normalized) is 0.470. (2) The peptide sequence is TVRPGNKGY. The MHC is HLA-B38:01 with pseudo-sequence HLA-B38:01. The binding affinity (normalized) is 0.0847. (3) The peptide sequence is GHLAASVTL. The MHC is HLA-A02:19 with pseudo-sequence HLA-A02:19. The binding affinity (normalized) is 0.0847. (4) The peptide sequence is FFRKLVLTNK. The MHC is HLA-A68:01 with pseudo-sequence HLA-A68:01. The binding affinity (normalized) is 0.240. (5) The peptide sequence is RTRGGVAAA. The MHC is HLA-A02:19 with pseudo-sequence HLA-A02:19. The binding affinity (normalized) is 0.0847. (6) The peptide sequence is NPVPVGNIY. The MHC is HLA-B51:01 with pseudo-sequence HLA-B51:01. The binding affinity (normalized) is 0.0394.